Dataset: Full USPTO retrosynthesis dataset with 1.9M reactions from patents (1976-2016). Task: Predict the reactants needed to synthesize the given product. (1) Given the product [CH3:1][CH2:2][CH:3]([O:6][C:8]1[CH:9]=[CH:10][C:11]([C:14]#[C:15][C:16]2[CH:17]=[CH:18][C:19]([CH2:22][CH:23]([NH:25][C:26](=[O:28])[CH3:27])[CH3:24])=[CH:20][CH:21]=2)=[CH:12][CH:13]=1)[CH2:4][CH3:5], predict the reactants needed to synthesize it. The reactants are: [CH3:1][CH2:2][CH:3]([OH:6])[CH2:4][CH3:5].O[C:8]1[CH:13]=[CH:12][C:11]([C:14]#[C:15][C:16]2[CH:21]=[CH:20][C:19]([CH2:22][CH:23]([NH:25][C:26](=[O:28])[CH3:27])[CH3:24])=[CH:18][CH:17]=2)=[CH:10][CH:9]=1.C1(P(C2C=CC=CC=2)C2C=CC=CC=2)C=CC=CC=1.C1C=CC(COC(/N=N/C(OCC2C=CC=CC=2)=O)=O)=CC=1. (2) Given the product [O:36]=[C:30]([N:13]1[CH2:14][CH2:15][N:10]2[C:9](=[O:16])[O:8][C:7]([C:1]3[CH:6]=[CH:5][CH:4]=[CH:3][CH:2]=3)([C:17]3[CH:18]=[CH:19][CH:20]=[CH:21][CH:22]=3)[CH:11]2[CH2:12]1)[CH2:31][CH2:32][C:33]([OH:35])=[O:34], predict the reactants needed to synthesize it. The reactants are: [C:1]1([C:7]2([C:17]3[CH:22]=[CH:21][CH:20]=[CH:19][CH:18]=3)[CH:11]3[CH2:12][NH:13][CH2:14][CH2:15][N:10]3[C:9](=[O:16])[O:8]2)[CH:6]=[CH:5][CH:4]=[CH:3][CH:2]=1.C(N(CC)CC)C.[C:30]1(=[O:36])[O:35][C:33](=[O:34])[CH2:32][CH2:31]1.C(OCC)(=O)C. (3) Given the product [OH:11][C@@H:9]([CH3:10])[CH2:8][O:12][S:19]([C:16]1[CH:17]=[CH:18][C:13]([CH3:23])=[CH:14][CH:15]=1)(=[O:21])=[O:20], predict the reactants needed to synthesize it. The reactants are: C(N(CC)CC)C.[CH2:8]([OH:12])[C@@H:9]([OH:11])[CH3:10].[C:13]1([CH3:23])[CH:18]=[CH:17][C:16]([S:19](Cl)(=[O:21])=[O:20])=[CH:15][CH:14]=1. (4) Given the product [C:1]([O:5][C:6](=[O:37])[CH2:7][O:8][C:9]1[CH:14]=[CH:13][C:12]([Cl:15])=[CH:11][C:10]=1[C:16]#[C:17][C:18]1[CH:19]=[CH:20][C:21]([NH:24][C:25](=[O:36])[C:26]2[CH:31]=[CH:30][CH:29]=[CH:28][CH:27]=2)=[CH:22][CH:23]=1)([CH3:4])([CH3:2])[CH3:3], predict the reactants needed to synthesize it. The reactants are: [C:1]([O:5][C:6](=[O:37])[CH2:7][O:8][C:9]1[CH:14]=[CH:13][C:12]([Cl:15])=[CH:11][C:10]=1[C:16]#[C:17][C:18]1[CH:23]=[CH:22][C:21]([NH:24][C:25](=[O:36])[C:26]2[CH:31]=[CH:30][C:29](C(F)(F)F)=[CH:28][CH:27]=2)=[CH:20][CH:19]=1)([CH3:4])([CH3:3])[CH3:2].C(OC(=O)COC1C=CC(Cl)=CC=1C#CC1C=CC(N)=CC=1)(C)(C)C.C(Cl)(=O)C1C=CC=CC=1. (5) Given the product [CH3:27][O:26][C:24](=[O:25])[CH2:23][N:2]([CH3:1])[CH:3]1[CH2:4][CH2:5][N:6]([C:9]([O:11][C:12]([CH3:14])([CH3:13])[CH3:15])=[O:10])[CH2:7][CH2:8]1, predict the reactants needed to synthesize it. The reactants are: [CH3:1][NH:2][CH:3]1[CH2:8][CH2:7][N:6]([C:9]([O:11][C:12]([CH3:15])([CH3:14])[CH3:13])=[O:10])[CH2:5][CH2:4]1.C([O-])([O-])=O.[K+].[K+].Br[CH2:23][C:24]([O:26][CH3:27])=[O:25]. (6) Given the product [BrH:23].[BrH:23].[Cl:22][C:20]1[CH:19]=[CH:18][C:16]2[N:17]=[C:13]([NH:12][CH:9]3[CH2:8][CH2:7][NH:6][CH2:11][CH2:10]3)[S:14][C:15]=2[CH:21]=1, predict the reactants needed to synthesize it. The reactants are: C(OC([N:6]1[CH2:11][CH2:10][CH:9]([NH:12][C:13]2[S:14][C:15]3[CH:21]=[C:20]([Cl:22])[CH:19]=[CH:18][C:16]=3[N:17]=2)[CH2:8][CH2:7]1)=O)C.[BrH:23]. (7) The reactants are: [NH2:1][CH2:2][CH:3]([N:11]([CH3:19])[C:12](=[O:18])[O:13][C:14]([CH3:17])([CH3:16])[CH3:15])[CH2:4][C@H:5]1[CH2:10][CH2:9][CH2:8][O:7][CH2:6]1.C(N(CC)C(C)C)(C)C.Cl[C:30]([O:32][CH2:33][C:34]1[CH:39]=[CH:38][CH:37]=[CH:36][CH:35]=1)=[O:31]. Given the product [CH3:19][N:11]([CH:3]([CH2:4][C@H:5]1[CH2:10][CH2:9][CH2:8][O:7][CH2:6]1)[CH2:2][NH:1][C:30]([O:32][CH2:33][C:34]1[CH:39]=[CH:38][CH:37]=[CH:36][CH:35]=1)=[O:31])[C:12](=[O:18])[O:13][C:14]([CH3:16])([CH3:15])[CH3:17], predict the reactants needed to synthesize it.